Dataset: Forward reaction prediction with 1.9M reactions from USPTO patents (1976-2016). Task: Predict the product of the given reaction. (1) Given the reactants [C:1]([O:5][C:6]([N:8]1[CH2:14][CH2:13][CH2:12][N:11]([C:15]2[CH:20]=[CH:19][C:18]([C:21]([F:24])([F:23])[F:22])=[CH:17][C:16]=2[NH2:25])[CH2:10][CH2:9]1)=[O:7])([CH3:4])([CH3:3])[CH3:2].[C:26]1([C:36](Cl)=[O:37])[C:35]2[C:30](=[CH:31][CH:32]=[CH:33][CH:34]=2)[CH:29]=[CH:28][CH:27]=1, predict the reaction product. The product is: [C:1]([O:5][C:6]([N:8]1[CH2:14][CH2:13][CH2:12][N:11]([C:15]2[CH:20]=[CH:19][C:18]([C:21]([F:24])([F:22])[F:23])=[CH:17][C:16]=2[NH:25][C:36]([C:26]2[C:35]3[C:30](=[CH:31][CH:32]=[CH:33][CH:34]=3)[CH:29]=[CH:28][CH:27]=2)=[O:37])[CH2:10][CH2:9]1)=[O:7])([CH3:4])([CH3:2])[CH3:3]. (2) The product is: [CH3:1][O:2][C:3](=[O:13])[CH:4]([C:5]1[CH:10]=[CH:9][C:8]([Cl:11])=[C:7]([Cl:12])[CH:6]=1)[CH2:19][CH:18]=[O:17]. Given the reactants [CH3:1][O:2][C:3](=[O:13])[CH2:4][C:5]1[CH:10]=[CH:9][C:8]([Cl:11])=[C:7]([Cl:12])[CH:6]=1.[H-].[Na+].C[O:17][CH:18](OC)[CH2:19]Br, predict the reaction product. (3) Given the reactants [OH:1][CH:2]1[CH2:7][CH2:6][CH:5]([NH:8][C:9](=[O:19])[CH2:10]P(=O)(OCC)OCC)[CH2:4][CH2:3]1.[Cl:20][C:21]1[CH:26]=[C:25]([Cl:27])[CH:24]=[CH:23][C:22]=1[S:28][C:29]1[N:36]=[CH:35][CH:34]=[CH:33][C:30]=1[CH:31]=O, predict the reaction product. The product is: [Cl:20][C:21]1[CH:26]=[C:25]([Cl:27])[CH:24]=[CH:23][C:22]=1[S:28][C:29]1[C:30](/[CH:31]=[CH:10]/[C:9]([NH:8][CH:5]2[CH2:4][CH2:3][CH:2]([OH:1])[CH2:7][CH2:6]2)=[O:19])=[CH:33][CH:34]=[CH:35][N:36]=1.